Dataset: TCR-epitope binding with 47,182 pairs between 192 epitopes and 23,139 TCRs. Task: Binary Classification. Given a T-cell receptor sequence (or CDR3 region) and an epitope sequence, predict whether binding occurs between them. The epitope is EIYKRWII. The TCR CDR3 sequence is CASSVVGGGRTDTQYF. Result: 1 (the TCR binds to the epitope).